The task is: Predict the reactants needed to synthesize the given product.. This data is from Full USPTO retrosynthesis dataset with 1.9M reactions from patents (1976-2016). (1) Given the product [OH:35][C@@H:30]([C@@H:31]([OH:34])[CH2:32][OH:33])[CH2:29][N:21]([CH2:22][C@@H:23]([OH:28])[C@@H:24]([OH:27])[CH2:25][OH:26])[CH2:20][CH2:19][O:18][C:15]1[CH:14]=[CH:13][C:12]([CH2:11][CH2:10][CH2:9][CH2:8][NH2:7])=[CH:17][CH:16]=1, predict the reactants needed to synthesize it. The reactants are: C(OC(=O)[NH:7][CH2:8][CH2:9][CH2:10][CH2:11][C:12]1[CH:17]=[CH:16][C:15]([O:18][CH2:19][CH2:20][N:21]([CH2:29][C@@H:30]([OH:35])[C@@H:31]([OH:34])[CH2:32][OH:33])[CH2:22][C@@H:23]([OH:28])[C@@H:24]([OH:27])[CH2:25][OH:26])=[CH:14][CH:13]=1)(C)(C)C.Cl. (2) Given the product [Cl:1][C:2]1[N:7]=[CH:6][C:5]([N:8]([CH2:20][CH2:21][C:22]2[CH:23]=[CH:24][C:25]([C:28]([F:29])([F:30])[F:31])=[CH:26][CH:27]=2)[C:9](=[O:18])[C:10](=[O:17])[C:11]2[CH:16]=[CH:15][CH:14]=[CH:13][CH:12]=2)=[CH:4][CH:3]=1, predict the reactants needed to synthesize it. The reactants are: [Cl:1][C:2]1[N:7]=[CH:6][C:5]([NH:8][C:9](=[O:18])[C:10](=[O:17])[C:11]2[CH:16]=[CH:15][CH:14]=[CH:13][CH:12]=2)=[CH:4][CH:3]=1.Br[CH2:20][CH2:21][C:22]1[CH:27]=[CH:26][C:25]([C:28]([F:31])([F:30])[F:29])=[CH:24][CH:23]=1. (3) Given the product [CH2:1]([C:15]1[C:14]2[C:18](=[CH:19][CH:20]=[C:12]([B:27]3[O:31][C:30]([CH3:33])([CH3:32])[C:29]([CH3:35])([CH3:34])[O:28]3)[CH:13]=2)[NH:17][CH:16]=1)[CH2:2][CH3:3], predict the reactants needed to synthesize it. The reactants are: [CH2:1]([Mg]Br)[CH2:2][CH3:3].C(Br)CC.[Mg].Br[C:12]1[CH:13]=[C:14]2[C:18](=[CH:19][CH:20]=1)[NH:17][C:16](=O)[C:15]2=O.B.CSC.[B:27]1([B:27]2[O:31][C:30]([CH3:33])([CH3:32])[C:29]([CH3:35])([CH3:34])[O:28]2)[O:31][C:30]([CH3:33])([CH3:32])[C:29]([CH3:35])([CH3:34])[O:28]1.C([O-])(=O)C.[K+].C(Cl)Cl. (4) Given the product [Cl:1][C:2]1[CH:17]=[CH:16][CH:15]=[CH:14][C:3]=1[CH2:4][O:5][C:6]1[CH:7]=[CH:8][C:9]([CH:12]=[N:23][OH:21])=[N:10][CH:11]=1, predict the reactants needed to synthesize it. The reactants are: [Cl:1][C:2]1[CH:17]=[CH:16][CH:15]=[CH:14][C:3]=1[CH2:4][O:5][C:6]1[CH:7]=[CH:8][C:9]([CH:12]=O)=[N:10][CH:11]=1.CCO.[OH2:21].Cl.[NH2:23]O.[OH-].[Na+]. (5) Given the product [CH3:12][N:7]1[CH:8]([CH3:11])[CH2:9][CH2:10][N:5]2[C:4](=[O:14])[N:3]=[C:2]([O:15][CH2:16][C:17]3[CH:24]=[CH:23][C:20]([C:21]#[N:22])=[CH:19][CH:18]=3)[CH:13]=[C:6]12, predict the reactants needed to synthesize it. The reactants are: Cl[C:2]1[CH:13]=[C:6]2[N:7]([CH3:12])[CH:8]([CH3:11])[CH2:9][CH2:10][N:5]2[C:4](=[O:14])[N:3]=1.[OH:15][CH2:16][C:17]1[CH:24]=[CH:23][C:20]([C:21]#[N:22])=[CH:19][CH:18]=1. (6) Given the product [Br:24][CH:25]([CH:29]([CH3:31])[CH3:30])[C:26]([NH:8][C:9]1[CH:14]=[CH:13][CH:12]=[C:11]([CH:15]([CH3:16])[CH3:17])[C:10]=1[OH:18])=[O:27], predict the reactants needed to synthesize it. The reactants are: C(OCC)(=O)C.Br.[NH2:8][C:9]1[CH:14]=[CH:13][CH:12]=[C:11]([CH:15]([CH3:17])[CH3:16])[C:10]=1[OH:18].C(=O)([O-])O.[Na+].[Br:24][CH:25]([CH:29]([CH3:31])[CH3:30])[C:26](Cl)=[O:27].